This data is from Forward reaction prediction with 1.9M reactions from USPTO patents (1976-2016). The task is: Predict the product of the given reaction. (1) Given the reactants [C:1]([O:5][C:6]([NH:8][CH:9]([CH2:14][CH:15]([C:24]#[N:25])[C:16]1[CH:21]=[CH:20][CH:19]=[C:18]([F:22])[C:17]=1[F:23])[C:10](OC)=[O:11])=[O:7])([CH3:4])([CH3:3])[CH3:2], predict the reaction product. The product is: [C:1]([O:5][C:6](=[O:7])[NH:8][C@H:9]1[CH2:14][C@@H:15]([C:16]2[CH:21]=[CH:20][CH:19]=[C:18]([F:22])[C:17]=2[F:23])[CH2:24][NH:25][C:10]1=[O:11])([CH3:4])([CH3:3])[CH3:2]. (2) Given the reactants [Mg].Br[C:3]1[CH:8]=[CH:7][C:6]([O:9][C:10]([F:13])([F:12])[F:11])=[C:5]([F:14])[CH:4]=1.[CH3:15][C:16]1[CH2:21][CH2:20][CH2:19][C:18]([CH3:23])([CH3:22])[C:17]=1[CH2:24][CH:25]=[O:26], predict the reaction product. The product is: [F:14][C:5]1[CH:4]=[C:3]([CH:25]([OH:26])[CH2:24][C:17]2[C:18]([CH3:22])([CH3:23])[CH2:19][CH2:20][CH2:21][C:16]=2[CH3:15])[CH:8]=[CH:7][C:6]=1[O:9][C:10]([F:13])([F:12])[F:11]. (3) Given the reactants [CH2:1]([C:8]1[CH:9]=[N:10][CH:11]=[CH:12][CH:13]=1)[C:2]1[CH:7]=[CH:6][CH:5]=[CH:4][CH:3]=1.[N+:14]([O-])([OH:16])=[O:15].[OH-].[Na+], predict the reaction product. The product is: [N+:14]([C:5]1[CH:4]=[CH:3][C:2]([CH2:1][C:8]2[CH:9]=[N:10][CH:11]=[CH:12][CH:13]=2)=[CH:7][CH:6]=1)([O-:16])=[O:15].